This data is from Full USPTO retrosynthesis dataset with 1.9M reactions from patents (1976-2016). The task is: Predict the reactants needed to synthesize the given product. (1) Given the product [Cl:1][C:2]1[CH:3]=[CH:4][C:5]2[N:10]3[CH2:9][C@H:8]([CH2:11][CH2:12]3)[NH:7][C:6]=2[N:14]=1, predict the reactants needed to synthesize it. The reactants are: [Cl:1][C:2]1[CH:3]=[CH:4][C:5]2[NH:10][CH2:9][C@H:8]([CH2:11][CH2:12]O)[NH:7][C:6]=2[N:14]=1.C(N(CC)CC)C.O=P(Cl)(Cl)Cl. (2) Given the product [CH:46]1([NH:45][C:44]([NH:24][C@@H:17]2[C:18]3[C:23](=[CH:22][CH:21]=[CH:20][CH:19]=3)[C@@H:14]([O:13][C:10]3[CH:11]=[CH:12][C:7]4[N:8]([C:4]([CH:1]([CH3:3])[CH3:2])=[N:5][N:6]=4)[CH:9]=3)[CH2:15][CH2:16]2)=[O:43])[CH2:48][CH2:47]1, predict the reactants needed to synthesize it. The reactants are: [CH:1]([C:4]1[N:8]2[CH:9]=[C:10]([O:13][C@@H:14]3[C:23]4[C:18](=[CH:19][CH:20]=[CH:21][CH:22]=4)[C@@H:17]([NH2:24])[CH2:16][CH2:15]3)[CH:11]=[CH:12][C:7]2=[N:6][N:5]=1)([CH3:3])[CH3:2].CCN(C(C)C)C(C)C.[N+](C1C=CC([O:43][C:44](=O)[NH:45][CH:46]2[CH2:48][CH2:47]2)=CC=1)([O-])=O. (3) Given the product [CH3:1][O:2][C:3]1[C:4]([NH:16][C:17]([NH:19][C:20]2[CH:25]=[N:24][C:23]([CH3:26])=[CH:22][N:21]=2)=[O:18])=[CH:5][C:6]([C:12]([F:15])([F:13])[F:14])=[C:7]([CH:11]=1)[C:8]([NH:51][CH2:52][CH2:53][C:54]1[CH:59]=[CH:58][CH:57]=[CH:56][N:55]=1)=[O:9], predict the reactants needed to synthesize it. The reactants are: [CH3:1][O:2][C:3]1[C:4]([NH:16][C:17]([NH:19][C:20]2[CH:25]=[N:24][C:23]([CH3:26])=[CH:22][N:21]=2)=[O:18])=[CH:5][C:6]([C:12]([F:15])([F:14])[F:13])=[C:7]([CH:11]=1)[C:8](O)=[O:9].CN(C(ON1N=NC2C=CC=CC1=2)=[N+](C)C)C.F[P-](F)(F)(F)(F)F.[NH2:51][CH2:52][CH2:53][C:54]1[CH:59]=[CH:58][CH:57]=[CH:56][N:55]=1.CCN(C(C)C)C(C)C. (4) The reactants are: [H-].[Na+].[CH2:3]([O:5][CH2:6][C:7]1[N:8]([CH2:20][C:21]([CH3:24])([OH:23])[CH3:22])[C:9]2[C:18]3[CH:17]=[CH:16][CH:15]=[CH:14][C:13]=3[N:12]=[CH:11][C:10]=2[N:19]=1)[CH3:4].[CH:25]([S:27]([C:30]1[CH:35]=[CH:34][CH:33]=[CH:32][CH:31]=1)(=[O:29])=[O:28])=[CH2:26]. Given the product [CH2:3]([O:5][CH2:6][C:7]1[N:8]([CH2:20][C:21]([O:23][CH2:26][CH2:25][S:27]([C:30]2[CH:35]=[CH:34][CH:33]=[CH:32][CH:31]=2)(=[O:28])=[O:29])([CH3:24])[CH3:22])[C:9]2[C:18]3[CH:17]=[CH:16][CH:15]=[CH:14][C:13]=3[N:12]=[CH:11][C:10]=2[N:19]=1)[CH3:4], predict the reactants needed to synthesize it. (5) The reactants are: C1(P(C2C=CC=CC=2)C2C=CC=CC=2)C=CC=CC=1.[C:20]([C:22]1[CH:27]=[CH:26][C:25]([N:28]([CH2:34][C:35]2[O:39][C:38]([C:40]([NH2:42])=O)=[CH:37][CH:36]=2)[CH2:29][C:30]([F:33])([F:32])[F:31])=[CH:24][C:23]=1[C:43]([F:46])([F:45])[F:44])#[N:21]. Given the product [C:20]([C:22]1[CH:27]=[CH:26][C:25]([N:28]([CH2:34][C:35]2[O:39][C:38]([C:40]#[N:42])=[CH:37][CH:36]=2)[CH2:29][C:30]([F:31])([F:32])[F:33])=[CH:24][C:23]=1[C:43]([F:44])([F:46])[F:45])#[N:21], predict the reactants needed to synthesize it. (6) Given the product [OH:1][C:2]1[C:11]([CH3:12])=[C:10]2[C:5]([C:6](=[O:21])[C:7]([C:13]3[CH:18]=[CH:17][CH:16]=[CH:15][C:14]=3[OH:19])=[CH:8][O:9]2)=[CH:4][CH:3]=1, predict the reactants needed to synthesize it. The reactants are: [OH:1][C:2]1[C:11]([CH3:12])=[C:10]2[C:5]([C:6](=[O:21])[C:7]([C:13]3[CH:18]=[CH:17][CH:16]=[CH:15][C:14]=3[O:19]C)=[CH:8][O:9]2)=[CH:4][CH:3]=1.B(Br)(Br)Br. (7) Given the product [CH3:28][N:29]([CH2:30][C:39]#[N:38])[CH2:40][C:3]1[N:4]2[CH:9]=[CH:8][CH:7]=[CH:6][C:5]2=[N:1][C:2]=1[CH2:10][N:11]([CH3:22])[C@@H:12]1[C:21]2[N:20]=[CH:19][CH:18]=[CH:17][C:16]=2[CH2:15][CH2:14][CH2:13]1, predict the reactants needed to synthesize it. The reactants are: [N:1]1[C:2]([CH2:10][N:11]([CH3:22])[C@@H:12]2[C:21]3[N:20]=[CH:19][CH:18]=[CH:17][C:16]=3[CH2:15][CH2:14][CH2:13]2)=[CH:3][N:4]2[CH:9]=[CH:8][CH:7]=[CH:6][C:5]=12.CNCC#N.[CH3:28][N:29]([CH2:40]C1N=C2C=CC=C[N:38]2[C:39]=1[CH2:30][N:29]1[CH2:40]COC[CH2:28]1)[C@@H:30]1[C:39]2[N:38]=CC=CC=2CCC1. (8) The reactants are: [Cl:1][C:2]1[CH:7]=[CH:6][CH:5]=[C:4]([Cl:8])[C:3]=1[CH:9]([O:12][Si:13]([CH2:18][CH3:19])([CH2:16][CH3:17])[CH2:14][CH3:15])[CH2:10][NH2:11].[CH2:20]1[C:22]2([CH2:27][CH2:26][CH:25]([CH:28]=O)[CH2:24][CH2:23]2)[CH2:21]1.CC(O)=O.[BH-](OC(C)=O)(OC(C)=O)OC(C)=O.[Na+]. Given the product [Cl:1][C:2]1[CH:7]=[CH:6][CH:5]=[C:4]([Cl:8])[C:3]=1[CH:9]([O:12][Si:13]([CH2:16][CH3:17])([CH2:14][CH3:15])[CH2:18][CH3:19])[CH2:10][NH:11][CH2:28][CH:25]1[CH2:26][CH2:27][C:22]2([CH2:20][CH2:21]2)[CH2:23][CH2:24]1, predict the reactants needed to synthesize it. (9) Given the product [CH3:1][O:2][C:3]1[CH:8]=[CH:7][C:6]([O:9][CH2:20][C:21]([O:23][CH2:24][CH3:25])=[O:22])=[C:5]([N+:10]([O-:12])=[O:11])[CH:4]=1, predict the reactants needed to synthesize it. The reactants are: [CH3:1][O:2][C:3]1[CH:8]=[CH:7][C:6]([OH:9])=[C:5]([N+:10]([O-:12])=[O:11])[CH:4]=1.C(=O)([O-])[O-].[K+].[K+].Br[CH2:20][C:21]([O:23][CH2:24][CH3:25])=[O:22].